From a dataset of Rat liver microsome stability data. Regression/Classification. Given a drug SMILES string, predict its absorption, distribution, metabolism, or excretion properties. Task type varies by dataset: regression for continuous measurements (e.g., permeability, clearance, half-life) or binary classification for categorical outcomes (e.g., BBB penetration, CYP inhibition). Dataset: rlm. (1) The drug is COc1c(Nc2ccc(S(C)(=O)=O)nc2C)ncnc1OC1CCN(C(=O)OC(C)C)CC1. The result is 0 (unstable in rat liver microsomes). (2) The compound is CCOc1ccc(CCNC(=O)c2cc3sccc3n2Cc2ccc(Cl)c(F)c2)cc1OCC. The result is 1 (stable in rat liver microsomes). (3) The drug is CN(C)Cc1ccc(CCn2ccc(OCc3ccccc3)cc2=O)cc1. The result is 1 (stable in rat liver microsomes). (4) The drug is O=C(N[C@@H](Cc1c[nH]c2ccccc12)C(=O)Nc1ccncc1)c1ccc(Br)cc1F. The result is 1 (stable in rat liver microsomes). (5) The compound is C=C(C)[C@@H]1CCC2(C(=O)O)CC[C@]3(C)[C@H](CC[C@@H]4[C@@]5(C)CCC(OC(=O)CC(C)(C)C(=O)O)C(C)(C)[C@@H]5CC[C@]43C)[C@@H]12. The result is 0 (unstable in rat liver microsomes).